Dataset: Full USPTO retrosynthesis dataset with 1.9M reactions from patents (1976-2016). Task: Predict the reactants needed to synthesize the given product. (1) Given the product [F:12][C:4]1[CH:5]=[C:6]([C:14]2[CH:15]=[N:16][CH:17]=[CH:18][C:19]=2[CH:20]([OH:22])[CH3:21])[CH:7]=[CH:8][C:3]=1[C:1]#[N:2], predict the reactants needed to synthesize it. The reactants are: [C:1]([C:3]1[CH:8]=[CH:7][C:6](B(O)O)=[CH:5][C:4]=1[F:12])#[N:2].Br[C:14]1[CH:15]=[N:16][CH:17]=[CH:18][C:19]=1[CH:20]([OH:22])[CH3:21].C(Cl)Cl. (2) Given the product [Br:1][C:2]1[C:22]([O:23][CH3:24])=[C:21]([O:25][CH3:26])[C:20]([O:27][CH3:28])=[CH:19][C:3]=1[CH2:4][N:5]1[CH:13]=[N:12][C:11]2[C:6]1=[N:7][C:8]([N:15]([CH3:31])[C:16](=[O:18])[CH3:17])=[N:9][C:10]=2[Cl:14], predict the reactants needed to synthesize it. The reactants are: [Br:1][C:2]1[C:22]([O:23][CH3:24])=[C:21]([O:25][CH3:26])[C:20]([O:27][CH3:28])=[CH:19][C:3]=1[CH2:4][N:5]1[CH:13]=[N:12][C:11]2[C:6]1=[N:7][C:8]([NH:15][C:16](=[O:18])[CH3:17])=[N:9][C:10]=2[Cl:14].[H-].[Na+].[CH3:31]I. (3) Given the product [CH3:22][C:17]1([CH3:23])[C:18]([CH3:20])([CH3:21])[O:19][B:15]([C:13]2[CH:12]=[N:11][N:10]([CH:2]3[CH2:6][CH2:5][CH2:4][C:3]3=[O:7])[CH:14]=2)[O:16]1, predict the reactants needed to synthesize it. The reactants are: Cl[CH:2]1[CH2:6][CH2:5][CH2:4][C:3]1=[O:7].C([N:10]1[CH:14]=[C:13]([B:15]2[O:19][C:18]([CH3:21])([CH3:20])[C:17]([CH3:23])([CH3:22])[O:16]2)[CH:12]=[N:11]1)C. (4) Given the product [Cl:17][C:14]1[N:13]=[N:12][C:11]2[C:10]([CH3:19])([CH3:18])[CH2:9][NH:8][C:16]=2[CH:15]=1, predict the reactants needed to synthesize it. The reactants are: C(OC([N:8]1[C:16]2[CH:15]=[C:14]([Cl:17])[N:13]=[N:12][C:11]=2[C:10]([CH3:19])([CH3:18])[CH2:9]1)=O)(C)(C)C.Cl.CCOC(C)=O. (5) Given the product [CH3:12][C:3]1[CH:4]=[C:5]([CH:10]=[CH:11][C:2]=1[B:13]1[O:17][C:16]([CH3:19])([CH3:18])[C:15]([CH3:21])([CH3:20])[O:14]1)[C:6]([O:8][CH3:9])=[O:7], predict the reactants needed to synthesize it. The reactants are: Br[C:2]1[CH:11]=[CH:10][C:5]([C:6]([O:8][CH3:9])=[O:7])=[CH:4][C:3]=1[CH3:12].[B:13]1([B:13]2[O:17][C:16]([CH3:19])([CH3:18])[C:15]([CH3:21])([CH3:20])[O:14]2)[O:17][C:16]([CH3:19])([CH3:18])[C:15]([CH3:21])([CH3:20])[O:14]1.CC([O-])=O.[K+].